Dataset: Forward reaction prediction with 1.9M reactions from USPTO patents (1976-2016). Task: Predict the product of the given reaction. (1) Given the reactants C(O)(=O)C.C([BH3-])#N.[Na+].Cl.[Cl:10][C:11]1[CH:12]=[C:13]2[C:18](=[CH:19][CH:20]=1)[CH:17]=[C:16]([S:21]([CH2:24][CH2:25][C:26]([N:28]1[CH2:33][CH2:32][CH:31]([CH:34]3[CH2:41][N:37]4[CH:38]=[N:39][CH:40]=[C:36]4[C:35]3=[O:42])[CH2:30][CH2:29]1)=[O:27])(=[O:23])=[O:22])[CH:15]=[CH:14]2.C(=O)([O-])O.[Na+], predict the reaction product. The product is: [Cl:10][C:11]1[CH:12]=[C:13]2[C:18](=[CH:19][CH:20]=1)[CH:17]=[C:16]([S:21]([CH2:24][CH2:25][C:26]([N:28]1[CH2:29][CH2:30][CH:31]([CH:34]3[CH2:41][N:37]4[CH:38]=[N:39][CH:40]=[C:36]4[CH:35]3[OH:42])[CH2:32][CH2:33]1)=[O:27])(=[O:22])=[O:23])[CH:15]=[CH:14]2. (2) Given the reactants [CH3:1][O:2][C:3](=[O:19])[C:4]1[CH:9]=[CH:8][C:7]([NH:10][CH2:11][C:12]2[S:16][CH:15]=[N:14][CH:13]=2)=[CH:6][C:5]=1[O:17][CH3:18].Br[C:21]1[CH:33]=[CH:32][C:24]([C:25]([O:27][C:28]([CH3:31])([CH3:30])[CH3:29])=[O:26])=[CH:23][CH:22]=1.[OH-].[Na+].C(P(C(C)(C)C)C(C)(C)C)(C)(C)C, predict the reaction product. The product is: [CH3:1][O:2][C:3](=[O:19])[C:4]1[CH:9]=[CH:8][C:7]([N:10]([C:21]2[CH:33]=[CH:32][C:24]([C:25]([O:27][C:28]([CH3:31])([CH3:30])[CH3:29])=[O:26])=[CH:23][CH:22]=2)[CH2:11][C:12]2[S:16][CH:15]=[N:14][CH:13]=2)=[CH:6][C:5]=1[O:17][CH3:18]. (3) The product is: [NH2:28][C:27]1[C:22]([Cl:21])=[N:23][CH:24]=[CH:25][C:26]=1[NH:29][C:18]([C:11]1[CH:12]=[CH:13][CH:14]=[C:15]2[C:10]=1[N:9]=[C:8]([O:1][C:2]1[CH:3]=[CH:4][CH:5]=[CH:6][CH:7]=1)[CH:17]=[CH:16]2)=[O:20].[NH2:29][C:26]1[CH:25]=[CH:24][N:23]=[C:22]([Cl:21])[C:27]=1[NH:28][C:18]([C:11]1[CH:12]=[CH:13][CH:14]=[C:15]2[C:10]=1[N:9]=[C:8]([O:1][C:2]1[CH:7]=[CH:6][CH:5]=[CH:4][CH:3]=1)[CH:17]=[CH:16]2)=[O:19]. Given the reactants [O:1]([C:8]1[CH:17]=[CH:16][C:15]2[C:10](=[C:11]([C:18]([OH:20])=[O:19])[CH:12]=[CH:13][CH:14]=2)[N:9]=1)[C:2]1[CH:7]=[CH:6][CH:5]=[CH:4][CH:3]=1.[Cl:21][C:22]1[C:27]([NH2:28])=[C:26]([NH2:29])[CH:25]=[CH:24][N:23]=1.CN(C(ON1N=NC2C=CC=NC1=2)=[N+](C)C)C.F[P-](F)(F)(F)(F)F.CCN(C(C)C)C(C)C, predict the reaction product. (4) Given the reactants [CH2:1]([O:8][C:9](=[O:20])[NH:10][C:11]1[S:12][C:13](I)=[CH:14][C:15]=1[C:16]([NH2:18])=[O:17])[C:2]1[CH:7]=[CH:6][CH:5]=[CH:4][CH:3]=1.[F:21][C:22]1[CH:27]=[CH:26][CH:25]=[CH:24][C:23]=1B(O)O, predict the reaction product. The product is: [CH2:1]([O:8][C:9](=[O:20])[NH:10][C:11]1[S:12][C:13]([C:23]2[CH:24]=[CH:25][CH:26]=[CH:27][C:22]=2[F:21])=[CH:14][C:15]=1[C:16]([NH2:18])=[O:17])[C:2]1[CH:7]=[CH:6][CH:5]=[CH:4][CH:3]=1. (5) Given the reactants [CH3:1][C@H:2]1[CH2:7][N:6]([C:8]2[CH:13]=[CH:12][C:11]([O:14][C:15]([F:18])([F:17])[F:16])=[CH:10][CH:9]=2)[CH2:5][C@@H:4]([CH3:19])[N:3]1[S:20]([C:23]1[CH:31]=[CH:30][CH:29]=[C:28]2[C:24]=1[CH2:25][CH:26]([C:32]#[N:33])[CH2:27]2)(=[O:22])=[O:21].C([Sn](=O)CCCC)CCC.[N:44]([Si](C)(C)C)=[N+:45]=[N-:46], predict the reaction product. The product is: [CH3:1][C@H:2]1[CH2:7][N:6]([C:8]2[CH:13]=[CH:12][C:11]([O:14][C:15]([F:16])([F:18])[F:17])=[CH:10][CH:9]=2)[CH2:5][C@@H:4]([CH3:19])[N:3]1[S:20]([C:23]1[C:24]2[CH2:25][CH:26]([C:32]3[NH:46][N:45]=[N:44][N:33]=3)[CH2:27][C:28]=2[CH:29]=[CH:30][CH:31]=1)(=[O:22])=[O:21].